From a dataset of Full USPTO retrosynthesis dataset with 1.9M reactions from patents (1976-2016). Predict the reactants needed to synthesize the given product. (1) Given the product [Cl:8][C:6]1[N:7]=[C:2]([N:24]2[C:25]3[C:21](=[CH:20][C:19]([O:26][CH3:27])=[C:18]([F:28])[C:17]=3[Cl:16])[CH2:22][CH2:23]2)[C:3](=[O:15])[N:4]([CH:9]([CH2:12][O:13][CH3:14])[CH2:10][CH3:11])[CH:5]=1, predict the reactants needed to synthesize it. The reactants are: Cl[C:2]1[C:3](=[O:15])[N:4]([CH:9]([CH2:12][O:13][CH3:14])[CH2:10][CH3:11])[CH:5]=[C:6]([Cl:8])[N:7]=1.[Cl:16][C:17]1[C:18]([F:28])=[C:19]([O:26][CH3:27])[CH:20]=[C:21]2[C:25]=1[NH:24][CH2:23][CH2:22]2. (2) Given the product [CH3:7][O:8][C:9]1[C:10]([CH2:18][CH:19]([C:21]2[CH:26]=[CH:25][CH:24]=[CH:23][CH:22]=2)[CH3:20])=[C:11]([CH2:12][OH:13])[CH:15]=[CH:16][CH:17]=1, predict the reactants needed to synthesize it. The reactants are: [H-].[H-].[H-].[H-].[Li+].[Al+3].[CH3:7][O:8][C:9]1[C:10]([CH2:18][CH:19]([C:21]2[CH:26]=[CH:25][CH:24]=[CH:23][CH:22]=2)[CH3:20])=[C:11]([CH:15]=[CH:16][CH:17]=1)[C:12](O)=[O:13].OS(O)(=O)=O. (3) The reactants are: [NH2:1][C:2]1[NH:3][C:4](=[O:33])[C:5]2[N:6]=[CH:7][N:8]([CH2:11][O:12][CH2:13][CH2:14][O:15][C:16](=[O:32])[C@H:17]([CH:29]([CH3:31])[CH3:30])[NH:18]C(OCC3C=CC=CC=3)=O)[C:9]=2[N:10]=1. Given the product [CH3:31][CH:29]([C@H:17]([NH2:18])[C:16]([O:15][CH2:14][CH2:13][O:12][CH2:11][N:8]1[C:9]2[NH:10][C:2]([NH2:1])=[N:3][C:4](=[O:33])[C:5]=2[N:6]=[CH:7]1)=[O:32])[CH3:30], predict the reactants needed to synthesize it. (4) Given the product [C:21]([O:25][C:26]([NH:27][CH2:28][CH2:29][N:6]1[C:2]([Cl:1])=[C:3]([C:11]2[CH:16]=[CH:15][CH:14]=[C:13]([C:17]#[N:18])[CH:12]=2)[C:4]([C:7]([O:9][CH3:10])=[O:8])=[CH:5]1)=[O:31])([CH3:24])([CH3:23])[CH3:22], predict the reactants needed to synthesize it. The reactants are: [Cl:1][C:2]1[NH:6][CH:5]=[C:4]([C:7]([O:9][CH3:10])=[O:8])[C:3]=1[C:11]1[CH:16]=[CH:15][CH:14]=[C:13]([C:17]#[N:18])[CH:12]=1.[OH-].[Na+].[C:21]([O:25][C:26](=[O:31])[NH:27][CH2:28][CH2:29]Br)([CH3:24])([CH3:23])[CH3:22].